Dataset: Forward reaction prediction with 1.9M reactions from USPTO patents (1976-2016). Task: Predict the product of the given reaction. (1) Given the reactants [N+:1]([C:4]1[CH:13]=[C:12]2[C:7]([CH2:8][CH2:9][CH2:10][CH:11]2[OH:14])=[CH:6][CH:5]=1)([O-:3])=[O:2].[CH3:15][S:16](Cl)(=[O:18])=[O:17], predict the reaction product. The product is: [N+:1]([C:4]1[CH:13]=[C:12]2[C:7]([CH2:8][CH2:9][CH2:10][CH:11]2[O:14][S:16]([CH3:15])(=[O:18])=[O:17])=[CH:6][CH:5]=1)([O-:3])=[O:2]. (2) Given the reactants Br[C:2]1[S:3][CH:4]=[C:5]([C:7]2[CH:12]=[CH:11][CH:10]=[C:9]([CH3:13])[CH:8]=2)[N:6]=1.[N:14]1([C:20]([O:22][C:23]([CH3:26])([CH3:25])[CH3:24])=[O:21])[CH2:19][CH2:18][NH:17][CH2:16][CH2:15]1.C(=O)([O-])[O-].[K+].[K+].O, predict the reaction product. The product is: [CH3:13][C:9]1[CH:8]=[C:7]([C:5]2[N:6]=[C:2]([N:17]3[CH2:16][CH2:15][N:14]([C:20]([O:22][C:23]([CH3:26])([CH3:25])[CH3:24])=[O:21])[CH2:19][CH2:18]3)[S:3][CH:4]=2)[CH:12]=[CH:11][CH:10]=1. (3) Given the reactants [F:1][C:2]1[C:3](I)=[CH:4][CH:5]=[C:6]2[C:10]=1[N:9]([CH3:11])[C:8](=[O:12])[C:7]2([CH3:14])[CH3:13].[N:16]1[CH:21]=[CH:20][CH:19]=[C:18](B(O)O)[CH:17]=1, predict the reaction product. The product is: [F:1][C:2]1[C:3]([C:18]2[CH:17]=[N:16][CH:21]=[CH:20][CH:19]=2)=[CH:4][CH:5]=[C:6]2[C:10]=1[N:9]([CH3:11])[C:8](=[O:12])[C:7]2([CH3:14])[CH3:13]. (4) Given the reactants Br[C:2]1[CH:3]=[CH:4][CH:5]=[C:6]2[C:11]=1[N:10]=[C:9]([C:12]1[C:21]3[C:16](=[CH:17][CH:18]=[CH:19][CH:20]=3)[CH:15]=[CH:14][CH:13]=1)[CH:8]=[CH:7]2.[CH3:22][C:23]1[CH:32]=[CH:31][C:30]2[C:25](=[CH:26][CH:27]=[CH:28][CH:29]=2)[C:24]=1[NH2:33].C1(P(C2CCCCC2)C2C=CC=CC=2C2C=CC=CC=2N(C)C)CCCCC1.CC([O-])(C)C.[Na+], predict the reaction product. The product is: [CH3:22][C:23]1[CH:32]=[CH:31][C:30]2[C:25](=[CH:26][CH:27]=[CH:28][CH:29]=2)[C:24]=1[NH:33][C:2]1[CH:3]=[CH:4][CH:5]=[C:6]2[C:11]=1[N:10]=[C:9]([C:12]1[C:21]3[C:16](=[CH:17][CH:18]=[CH:19][CH:20]=3)[CH:15]=[CH:14][CH:13]=1)[CH:8]=[CH:7]2. (5) The product is: [CH3:36][O:37][C:38](=[O:62])[C@@H:39]([NH:61][S:72]([C:69]1[CH:68]=[CH:67][C:66]([N+:63]([O-:65])=[O:64])=[CH:71][CH:70]=1)(=[O:73])=[O:74])[CH2:40][C:41]1[CH:60]=[CH:59][C:44]2[O:45][C@@H:46]([C:49]3[CH:50]=[CH:51][C:52]([O:55][C:56](=[O:58])[CH3:57])=[CH:53][CH:54]=3)[CH2:47][O:48][C:43]=2[CH:42]=1. Given the reactants COC(=O)[C@@H](NC(OC(C)(C)C)=O)CC1C=CC2O[C@@H](C3C=CC(OC(=O)C)=CC=3)COC=2C=1.Cl.[CH3:36][O:37][C:38](=[O:62])[C@@H:39]([NH2:61])[CH2:40][C:41]1[CH:60]=[CH:59][C:44]2[O:45][C@@H:46]([C:49]3[CH:54]=[CH:53][C:52]([O:55][C:56](=[O:58])[CH3:57])=[CH:51][CH:50]=3)[CH2:47][O:48][C:43]=2[CH:42]=1.[N+:63]([C:66]1[CH:71]=[CH:70][C:69]([S:72](Cl)(=[O:74])=[O:73])=[CH:68][CH:67]=1)([O-:65])=[O:64], predict the reaction product.